From a dataset of Catalyst prediction with 721,799 reactions and 888 catalyst types from USPTO. Predict which catalyst facilitates the given reaction. (1) Reactant: [NH:1]1[C:9]2[C:4](=[CH:5][CH:6]=[CH:7][CH:8]=2)[C:3](/[CH:10]=[CH:11]/[C:12]2[CH:20]=[CH:19][C:15]([C:16]([OH:18])=O)=[CH:14][CH:13]=2)=[N:2]1.C(OC(=O)[NH:27][CH:28]1[CH2:32][CH2:31][NH:30][CH2:29]1)(C)(C)C.O.ON1C2C=CC=CC=2N=N1.[ClH:45].C(N=C=NCCCN(C)C)C.CN1CCOCC1.Cl.CO. Product: [ClH:45].[ClH:45].[NH:1]1[C:9]2[C:4](=[CH:5][CH:6]=[CH:7][CH:8]=2)[C:3](/[CH:10]=[CH:11]/[C:12]2[CH:13]=[CH:14][C:15]([C:16]([N:30]3[CH2:31][CH2:32][CH:28]([NH2:27])[CH2:29]3)=[O:18])=[CH:19][CH:20]=2)=[N:2]1. The catalyst class is: 5. (2) Reactant: [F:1][C:2]([F:19])([F:18])[C:3]([N:5]1[CH2:10][CH2:9][N:8]([C:11]([O:13][C:14]([CH3:17])([CH3:16])[CH3:15])=[O:12])[CH2:7][CH2:6]1)=O.Cl.[OH-].[Na+]. Product: [F:19][C:2]([F:1])([F:18])[CH2:3][N:5]1[CH2:6][CH2:7][N:8]([C:11]([O:13][C:14]([CH3:15])([CH3:16])[CH3:17])=[O:12])[CH2:9][CH2:10]1. The catalyst class is: 54. (3) Reactant: Cl.[NH2:2][C@@H:3]1[CH2:5][C@H:4]1[C:6]1[CH:11]=[CH:10][C:9]([NH:12][C:13](=[O:20])[C:14]2[CH:19]=[CH:18][CH:17]=[CH:16][CH:15]=2)=[CH:8][CH:7]=1.[CH:21](=O)[C:22]1[CH:27]=[CH:26][CH:25]=[CH:24][CH:23]=1.C(=O)([O-])O.[Na+].[BH4-].[Na+]. Product: [CH2:21]([NH:2][C@@H:3]1[CH2:5][C@H:4]1[C:6]1[CH:11]=[CH:10][C:9]([NH:12][C:13](=[O:20])[C:14]2[CH:19]=[CH:18][CH:17]=[CH:16][CH:15]=2)=[CH:8][CH:7]=1)[C:22]1[CH:27]=[CH:26][CH:25]=[CH:24][CH:23]=1. The catalyst class is: 24. (4) Reactant: [F:1][C:2]1[CH:7]=[CH:6][C:5]([C:8]2[C:17]([C:18]3[CH:23]=[CH:22][C:21](=[O:24])[N:20]([C:25]4[CH:30]=[CH:29][CH:28]=[CH:27][C:26]=4[CH3:31])[N:19]=3)=[C:11]3[NH:12][CH2:13][C:14](=O)[CH2:15][N:10]3[N:9]=2)=[CH:4][CH:3]=1.Cl.[NH2:33][OH:34].C(Cl)(Cl)Cl. Product: [F:1][C:2]1[CH:3]=[CH:4][C:5]([C:8]2[C:17]([C:18]3[CH:23]=[CH:22][C:21](=[O:24])[N:20]([C:25]4[CH:30]=[CH:29][CH:28]=[CH:27][C:26]=4[CH3:31])[N:19]=3)=[C:11]3[NH:12][CH2:13][C:14](=[N:33][OH:34])[CH2:15][N:10]3[N:9]=2)=[CH:6][CH:7]=1. The catalyst class is: 88.